Task: Predict which catalyst facilitates the given reaction.. Dataset: Catalyst prediction with 721,799 reactions and 888 catalyst types from USPTO (1) Reactant: [N:1]([CH:4]1[CH:8]([O:9][CH2:10][CH3:11])[O:7][C:6](=[O:12])[CH2:5]1)=[N+]=[N-].[C:13]1([P:19]([C:26]2[CH:31]=[CH:30][CH:29]=[CH:28][CH:27]=2)[C:20]2[CH:25]=[CH:24][CH:23]=[CH:22][CH:21]=2)[CH:18]=[CH:17][CH:16]=[CH:15][CH:14]=1. Product: [C:26]1([P:19](=[N:1][CH:4]2[CH:8]([O:9][CH2:10][CH3:11])[O:7][C:6](=[O:12])[CH2:5]2)([C:13]2[CH:14]=[CH:15][CH:16]=[CH:17][CH:18]=2)[C:20]2[CH:25]=[CH:24][CH:23]=[CH:22][CH:21]=2)[CH:27]=[CH:28][CH:29]=[CH:30][CH:31]=1. The catalyst class is: 11. (2) Reactant: [Cl:1][C:2]1[CH:7]=[CH:6][CH:5]=[CH:4][C:3]=1[OH:8].CC(C)([O-])C.[K+].[Cl:15][C:16]1[CH:21]=[CH:20][N:19]=[C:18](S(C)(=O)=O)[N:17]=1. Product: [Cl:15][C:16]1[CH:21]=[CH:20][N:19]=[C:18]([O:8][C:3]2[CH:4]=[CH:5][CH:6]=[CH:7][C:2]=2[Cl:1])[N:17]=1. The catalyst class is: 1. (3) Reactant: [Br-].[Li+].[CH2:3]([Mg]Br)[CH2:4][CH:5]=[CH2:6].[CH2:9]([C:13]1[CH2:17][CH2:16][C:15](=[O:18])[CH:14]=1)[CH2:10][CH:11]=[CH2:12]. Product: [CH2:3]([C:13]1([CH2:9][CH2:10][CH:11]=[CH2:12])[CH2:17][CH2:16][C:15](=[O:18])[CH2:14]1)[CH2:4][CH:5]=[CH2:6]. The catalyst class is: 804. (4) Reactant: [F:1][C:2]1[CH:3]=[C:4]([C:8]2[C:16]([C:17]([NH2:19])=[O:18])=[C:11]3[CH2:12][NH:13][CH2:14][CH2:15][N:10]3[N:9]=2)[CH:5]=[CH:6][CH:7]=1.[C:20]([N:24]=[C:25]=[O:26])([CH3:23])([CH3:22])[CH3:21]. Product: [C:20]([NH:24][C:25]([N:13]1[CH2:14][CH2:15][N:10]2[N:9]=[C:8]([C:4]3[CH:5]=[CH:6][CH:7]=[C:2]([F:1])[CH:3]=3)[C:16]([C:17]([NH2:19])=[O:18])=[C:11]2[CH2:12]1)=[O:26])([CH3:23])([CH3:22])[CH3:21]. The catalyst class is: 3. (5) Reactant: [OH:1][C:2]1[CH:3]=[C:4]2[C:9](=[C:10]([CH3:12])[CH:11]=1)[O:8][CH:7]([C:13]([F:16])([F:15])[F:14])[C:6]([C:17]([O:19][CH2:20][CH3:21])=[O:18])=[CH:5]2.C([O-])([O-])=O.[K+].[K+].I[CH2:29][CH3:30]. Product: [CH2:29]([O:1][C:2]1[CH:3]=[C:4]2[C:9](=[C:10]([CH3:12])[CH:11]=1)[O:8][CH:7]([C:13]([F:16])([F:14])[F:15])[C:6]([C:17]([O:19][CH2:20][CH3:21])=[O:18])=[CH:5]2)[CH3:30]. The catalyst class is: 21. (6) Reactant: [S:1]1[C:5]2[CH:6]=[CH:7][CH:8]=[CH:9][C:4]=2[N:3]=[C:2]1[NH:10][C:11]([C:13]1[CH:14]=[CH:15][CH:16]=[C:17]2[C:22]=1[CH2:21][N:20]([C:23]1[S:24][CH:25]=[C:26]([C:28]([O:30][CH3:31])=[O:29])[N:27]=1)[CH2:19][CH2:18]2)=[O:12].[CH3:32][Si:33]([CH3:40])([CH3:39])[CH2:34][CH2:35][O:36][CH2:37]Cl. Product: [S:1]1[C:5]2[CH:6]=[CH:7][CH:8]=[CH:9][C:4]=2[N:3]=[C:2]1[N:10]([CH2:37][O:36][CH2:35][CH2:34][Si:33]([CH3:40])([CH3:39])[CH3:32])[C:11]([C:13]1[CH:14]=[CH:15][CH:16]=[C:17]2[C:22]=1[CH2:21][N:20]([C:23]1[S:24][CH:25]=[C:26]([C:28]([O:30][CH3:31])=[O:29])[N:27]=1)[CH2:19][CH2:18]2)=[O:12]. The catalyst class is: 49. (7) Reactant: F[C:2]1[CH:9]=[C:8]([F:10])[CH:7]=[C:6]([F:11])[C:3]=1[CH:4]=O.C(=O)([O-])[O-].[K+].[K+].[C:18]([O:22][CH2:23][CH3:24])(=[O:21])[CH2:19][SH:20].O. Product: [F:11][C:6]1[C:3]2[CH:4]=[C:19]([C:18]([O:22][CH2:23][CH3:24])=[O:21])[S:20][C:2]=2[CH:9]=[C:8]([F:10])[CH:7]=1. The catalyst class is: 9. (8) Reactant: [Cl:1][C:2]1[CH:3]=[C:4]([CH2:8][CH2:9][O:10][CH2:11][CH2:12][C:13]([N:15]([CH2:22][CH2:23][N:24]([CH2:27][CH3:28])[CH2:25][CH3:26])[CH2:16][CH:17](OC)[O:18]C)=[O:14])[CH:5]=[CH:6][CH:7]=1.FC(F)(F)C(O)=O. Product: [Cl:1][C:2]1[CH:3]=[C:4]([CH2:8][CH2:9][O:10][CH2:11][CH2:12][C:13]([N:15]([CH2:22][CH2:23][N:24]([CH2:27][CH3:28])[CH2:25][CH3:26])[CH2:16][CH:17]=[O:18])=[O:14])[CH:5]=[CH:6][CH:7]=1. The catalyst class is: 2.